From a dataset of Catalyst prediction with 721,799 reactions and 888 catalyst types from USPTO. Predict which catalyst facilitates the given reaction. (1) Reactant: [ClH:1].[Cl:2][C:3]1[CH:8]=[CH:7][C:6]([C:9]2[CH:14]=[CH:13][C:12](N)=[CH:11][C:10]=2[CH3:16])=[CH:5][CH:4]=1.N([O-])=O.[Na+].NC(N)=O.[S:25](=[O:27])=[O:26]. Product: [Cl:2][C:3]1[CH:8]=[CH:7][C:6]([C:9]2[CH:14]=[CH:13][C:12]([S:25]([Cl:1])(=[O:27])=[O:26])=[CH:11][C:10]=2[CH3:16])=[CH:5][CH:4]=1. The catalyst class is: 211. (2) Reactant: Br[C:2]1[CH:3]=[N:4][C:5]([N:8]2[CH2:13][CH2:12][CH2:11][C@H:10]([CH2:14][N:15]3[C:19]4=[N:20][C:21]([C:24]5[CH:25]=[N:26][N:27]([CH3:29])[CH:28]=5)=[CH:22][N:23]=[C:18]4[N:17]=[N:16]3)[CH2:9]2)=[N:6][CH:7]=1.C[N:31]1[CH2:36][CH2:35][N:34]([C:37]([C:39]2[CH:44]=[CH:43][C:42](B3OC(C)(C)C(C)(C)O3)=[CH:41][CH:40]=2)=O)[CH2:33][CH2:32]1.C([O-])([O-])=O.[K+].[K+].[O:60]1[CH2:65][CH2:64]OCC1. Product: [CH3:29][N:27]1[CH:28]=[C:24]([C:21]2[N:20]=[C:19]3[N:15]([CH2:14][C@H:10]4[CH2:11][CH2:12][CH2:13][N:8]([C:5]5[N:4]=[CH:3][C:2]([C:42]6[CH:43]=[CH:44][C:39]([CH2:37][N:34]7[CH2:35][CH2:36][N:31]([C:65](=[O:60])[CH3:64])[CH2:32][CH2:33]7)=[CH:40][CH:41]=6)=[CH:7][N:6]=5)[CH2:9]4)[N:16]=[N:17][C:18]3=[N:23][CH:22]=2)[CH:25]=[N:26]1. The catalyst class is: 587.